Dataset: Peptide-MHC class I binding affinity with 185,985 pairs from IEDB/IMGT. Task: Regression. Given a peptide amino acid sequence and an MHC pseudo amino acid sequence, predict their binding affinity value. This is MHC class I binding data. (1) The peptide sequence is REMGIVDLL. The MHC is HLA-A26:03 with pseudo-sequence HLA-A26:03. The binding affinity (normalized) is 0.0847. (2) The peptide sequence is RENQVAVVR. The MHC is HLA-B27:05 with pseudo-sequence HLA-B27:05. The binding affinity (normalized) is 0.0847.